From a dataset of Forward reaction prediction with 1.9M reactions from USPTO patents (1976-2016). Predict the product of the given reaction. (1) Given the reactants [CH3:1][O:2][C:3]1[CH:4]=[C:5]([N:11]2[CH2:16][CH2:15][N:14]([C:17]([C:19]3[CH:23]=[CH:22][NH:21][C:20]=3[C:24]3[CH:29]=[CH:28][CH:27]=[CH:26][CH:25]=3)=[O:18])[CH2:13][CH2:12]2)[CH:6]=[C:7]([O:9][CH3:10])[CH:8]=1.[H-].[Na+].[CH3:32]I, predict the reaction product. The product is: [CH3:1][O:2][C:3]1[CH:4]=[C:5]([N:11]2[CH2:16][CH2:15][N:14]([C:17]([C:19]3[CH:23]=[CH:22][N:21]([CH3:32])[C:20]=3[C:24]3[CH:29]=[CH:28][CH:27]=[CH:26][CH:25]=3)=[O:18])[CH2:13][CH2:12]2)[CH:6]=[C:7]([O:9][CH3:10])[CH:8]=1. (2) Given the reactants FC(F)(F)C([NH:5][C:6]1[N:7]=[C:8]2[CH:13]=[N:12][CH:11]=[CH:10][N:9]2[CH:14]=1)=O.N.O, predict the reaction product. The product is: [N:7]1[C:6]([NH2:5])=[CH:14][N:9]2[CH:10]=[CH:11][N:12]=[CH:13][C:8]=12. (3) Given the reactants [F:1][C:2]([F:11])([F:10])[C:3]1[CH:4]=[CH:5][C:6]([OH:9])=[CH:7][CH:8]=1.C(=O)([O-])[O-].[Cs+].[Cs+].I[C:19]1[CH:26]=[CH:25][C:22]([C:23]#[N:24])=[CH:21][CH:20]=1.Cl.CN(C)CC(O)=O, predict the reaction product. The product is: [F:1][C:2]([F:10])([F:11])[C:3]1[CH:4]=[CH:5][C:6]([O:9][C:19]2[CH:26]=[CH:25][C:22]([C:23]#[N:24])=[CH:21][CH:20]=2)=[CH:7][CH:8]=1. (4) Given the reactants Br[C:2]1[N:6]([CH2:7][C:8]([O:10][CH3:11])=[O:9])[C:5]2[CH:12]=[C:13]([C:15]([O:17][C:18]([CH3:21])([CH3:20])[CH3:19])=[O:16])[S:14][C:4]=2[C:3]=1[CH:22]1[CH2:27][CH2:26][CH2:25][CH2:24][CH2:23]1.[CH:28]([C:30]1[CH:35]=[CH:34][CH:33]=[CH:32][C:31]=1B(O)O)=[O:29].C([O-])([O-])=O.[Na+].[Na+], predict the reaction product. The product is: [CH:22]1([C:3]2[C:4]3[S:14][C:13]([C:15]([O:17][C:18]([CH3:20])([CH3:21])[CH3:19])=[O:16])=[CH:12][C:5]=3[N:6]([CH2:7][C:8]([O:10][CH3:11])=[O:9])[C:2]=2[C:31]2[CH:32]=[CH:33][CH:34]=[CH:35][C:30]=2[CH:28]=[O:29])[CH2:23][CH2:24][CH2:25][CH2:26][CH2:27]1. (5) Given the reactants [CH2:1]([O:3][C:4](=[O:28])[CH2:5][C:6]1[CH:11]=[CH:10][C:9]([O:12][CH3:13])=[C:8]([O:14][C:15]2[CH:20]=[CH:19][C:18]([NH2:21])=[CH:17][C:16]=2[CH2:22][S:23][C:24]([CH3:27])([CH3:26])[CH3:25])[CH:7]=1)[CH3:2].[C:29](Cl)(=[O:34])[C:30]([CH3:33])([CH3:32])[CH3:31], predict the reaction product. The product is: [CH2:1]([O:3][C:4](=[O:28])[CH2:5][C:6]1[CH:11]=[CH:10][C:9]([O:12][CH3:13])=[C:8]([O:14][C:15]2[CH:20]=[CH:19][C:18]([NH:21][C:29](=[O:34])[C:30]([CH3:33])([CH3:32])[CH3:31])=[CH:17][C:16]=2[CH2:22][S:23][C:24]([CH3:27])([CH3:26])[CH3:25])[CH:7]=1)[CH3:2]. (6) Given the reactants [F:1][C:2]1[CH:10]=[CH:9][C:8]([I:11])=[CH:7][C:3]=1[C:4]([OH:6])=O.[CH3:12][O:13][CH:14]1[CH2:19][CH2:18][NH:17][CH2:16][CH2:15]1.C(N(CC)CC)C.O, predict the reaction product. The product is: [F:1][C:2]1[CH:10]=[CH:9][C:8]([I:11])=[CH:7][C:3]=1[C:4]([N:17]1[CH2:18][CH2:19][CH:14]([O:13][CH3:12])[CH2:15][CH2:16]1)=[O:6].